Dataset: Full USPTO retrosynthesis dataset with 1.9M reactions from patents (1976-2016). Task: Predict the reactants needed to synthesize the given product. Given the product [CH2:15]([N:22]1[CH2:12][C:5]2[C:4](=[CH:9][CH:8]=[CH:7][C:6]=2[O:10][CH3:11])[C:3]1=[O:14])[C:16]1[CH:21]=[CH:20][CH:19]=[CH:18][CH:17]=1, predict the reactants needed to synthesize it. The reactants are: CO[C:3](=[O:14])[C:4]1[CH:9]=[CH:8][CH:7]=[C:6]([O:10][CH3:11])[C:5]=1[CH2:12]Br.[CH2:15]([NH2:22])[C:16]1[CH:21]=[CH:20][CH:19]=[CH:18][CH:17]=1.C([O-])([O-])=O.[K+].[K+].C(OCC)(=O)C.